This data is from Reaction yield outcomes from USPTO patents with 853,638 reactions. The task is: Predict the reaction yield, written as a fraction of the theoretical maximum amount of product (1.0 means a 100% yield; for example, 0.34 means a 34% yield). (1) The reactants are [OH:1][C:2]1[C:3]([C:12]([O:14][CH2:15][CH2:16][CH3:17])=[O:13])=[CH:4][C:5]2[C:10]([CH:11]=1)=[CH:9][CH:8]=[CH:7][CH:6]=2.[CH2:18]([O:25][C:26]1[CH:35]=[C:34]2[C:29]([C:30](Cl)=[CH:31][CH:32]=[N:33]2)=[CH:28][C:27]=1[O:37][CH3:38])[C:19]1[CH:24]=[CH:23][CH:22]=[CH:21][CH:20]=1.O. The catalyst is CN(C)C1C=CN=CC=1.ClC1C=CC=CC=1Cl. The product is [CH2:18]([O:25][C:26]1[CH:35]=[C:34]2[C:29]([C:30]([O:1][C:2]3[C:3]([C:12]([O:14][CH2:15][CH2:16][CH3:17])=[O:13])=[CH:4][C:5]4[C:10]([CH:11]=3)=[CH:9][CH:8]=[CH:7][CH:6]=4)=[CH:31][CH:32]=[N:33]2)=[CH:28][C:27]=1[O:37][CH3:38])[C:19]1[CH:20]=[CH:21][CH:22]=[CH:23][CH:24]=1. The yield is 0.500. (2) The reactants are [C:1]([C:5]1[CH:10]=[CH:9][C:8]([NH:11][C:12]([NH:14][CH2:15][CH2:16][CH2:17][OH:18])=[O:13])=[CH:7][CH:6]=1)([CH3:4])([CH3:3])[CH3:2]. The catalyst is CC(=O)OCC. The product is [C:1]([C:5]1[CH:10]=[CH:9][C:8]([NH:11][C:12]([NH:14][CH2:15][CH2:16][CH:17]=[O:18])=[O:13])=[CH:7][CH:6]=1)([CH3:4])([CH3:2])[CH3:3]. The yield is 0.990.